Dataset: Peptide-MHC class II binding affinity with 134,281 pairs from IEDB. Task: Regression. Given a peptide amino acid sequence and an MHC pseudo amino acid sequence, predict their binding affinity value. This is MHC class II binding data. (1) The peptide sequence is RDGGQLRIPSLLHGG. The MHC is DRB4_0101 with pseudo-sequence DRB4_0103. The binding affinity (normalized) is 0.251. (2) The MHC is HLA-DPA10201-DPB10101 with pseudo-sequence HLA-DPA10201-DPB10101. The peptide sequence is LSSTGSSCLFVLILF. The binding affinity (normalized) is 0.232. (3) The peptide sequence is NPMTVFWSKMAQSMT. The MHC is HLA-DQA10401-DQB10402 with pseudo-sequence HLA-DQA10401-DQB10402. The binding affinity (normalized) is 0.0380.